From a dataset of Full USPTO retrosynthesis dataset with 1.9M reactions from patents (1976-2016). Predict the reactants needed to synthesize the given product. (1) Given the product [F:20][C:19]([F:22])([F:21])[S:16]([O:8][C:7]1[N:6]([C:9]2[CH:14]=[CH:13][CH:12]=[C:11]([CH3:15])[N:10]=2)[N:5]=[CH:4][C:3]=1[CH2:1][CH3:2])(=[O:18])=[O:17], predict the reactants needed to synthesize it. The reactants are: [CH2:1]([C:3]1[CH:4]=[N:5][N:6]([C:9]2[CH:14]=[CH:13][CH:12]=[C:11]([CH3:15])[N:10]=2)[C:7]=1[OH:8])[CH3:2].[S:16](O[S:16]([C:19]([F:22])([F:21])[F:20])(=[O:18])=[O:17])([C:19]([F:22])([F:21])[F:20])(=[O:18])=[O:17]. (2) Given the product [Br:24][CH2:2][C:1]([C:4]1[CH:5]=[C:6]([N:16]([CH3:23])[C:17](=[O:22])[C:18]([F:21])([F:19])[F:20])[CH:7]=[C:8]([S:10]([F:14])([F:15])([F:13])([F:12])[F:11])[CH:9]=1)=[O:3], predict the reactants needed to synthesize it. The reactants are: [C:1]([C:4]1[CH:5]=[C:6]([N:16]([CH3:23])[C:17](=[O:22])[C:18]([F:21])([F:20])[F:19])[CH:7]=[C:8]([S:10]([F:15])([F:14])([F:13])([F:12])[F:11])[CH:9]=1)(=[O:3])[CH3:2].[Br-:24].[Br-].[Br-].C1([N+](C)(C)C)C=CC=CC=1.C1([N+](C)(C)C)C=CC=CC=1.C1([N+](C)(C)C)C=CC=CC=1.S(=O)(=O)(O)O. (3) The reactants are: [C:1]([C:5]1[CH:10]=[CH:9][C:8]([C:11]2[C:19]3[C:14](=[CH:15][CH:16]=[CH:17][CH:18]=3)[NH:13][C:12]=2[C:20]([O:22][CH2:23][CH3:24])=[O:21])=[CH:7][CH:6]=1)([CH3:4])([CH3:3])[CH3:2].[OH-].[K+].C(Br)[C:28]1[CH:33]=[CH:32]C=[CH:30][CH:29]=1.CCOC(C)=O. Given the product [C:1]([C:5]1[CH:6]=[CH:7][C:8]([C:11]2[C:19]3[C:14](=[CH:15][CH:16]=[CH:17][CH:18]=3)[NH:13][C:12]=2[C:20]([O:22][CH2:23][C:24]2[CH:32]=[CH:33][CH:28]=[CH:29][CH:30]=2)=[O:21])=[CH:9][CH:10]=1)([CH3:4])([CH3:2])[CH3:3], predict the reactants needed to synthesize it.